This data is from Reaction yield outcomes from USPTO patents with 853,638 reactions. The task is: Predict the reaction yield, written as a fraction of the theoretical maximum amount of product (1.0 means a 100% yield; for example, 0.34 means a 34% yield). (1) The reactants are [CH3:1][N:2]1[CH2:6][CH2:5][C@H:4]([O:7][C:8]2[CH:9]=[C:10]([CH:15]=[C:16]([O:18]CC3C=CC=CC=3)[CH:17]=2)[C:11]([O:13][CH3:14])=[O:12])[C:3]1=[O:26]. The catalyst is [Pd].C1COCC1.CO. The product is [OH:18][C:16]1[CH:15]=[C:10]([CH:9]=[C:8]([O:7][C@H:4]2[CH2:5][CH2:6][N:2]([CH3:1])[C:3]2=[O:26])[CH:17]=1)[C:11]([O:13][CH3:14])=[O:12]. The yield is 1.00. (2) The reactants are NCCC[N:5]1[C:13]2[C:8](=[CH:9][C:10]([S:14]([N:17]3[CH2:21][CH2:20][CH2:19][C@H:18]3[CH2:22][O:23][C:24]3[CH:29]=[CH:28][CH:27]=[CH:26][CH:25]=3)(=[O:16])=[O:15])=[CH:11][CH:12]=2)[C:7]2(OCCC[O:30]2)[C:6]1=[O:35].N. The yield is 0.770. The catalyst is CCO. The product is [O:23]([CH2:22][C@@H:18]1[CH2:19][CH2:20][CH2:21][N:17]1[S:14]([C:10]1[CH:9]=[C:8]2[C:13](=[CH:12][CH:11]=1)[NH:5][C:6](=[O:35])[C:7]2=[O:30])(=[O:16])=[O:15])[C:24]1[CH:29]=[CH:28][CH:27]=[CH:26][CH:25]=1. (3) The reactants are C([N:4]1[CH2:11][CH2:10][CH:9]([C:12]2[CH:17]=[CH:16][CH:15]=[CH:14][CH:13]=2)[C@H:5]1[C:6]([OH:8])=[O:7])(=O)C.Cl.[C:27](O[C:27]([O:29][C:30]([CH3:33])([CH3:32])[CH3:31])=[O:28])([O:29][C:30]([CH3:33])([CH3:32])[CH3:31])=[O:28]. The catalyst is C(O)(=O)C.C1COCC1.CCOC(C)=O. The product is [C:30]([O:29][C:27]([N:4]1[CH2:11][CH2:10][CH:9]([C:12]2[CH:17]=[CH:16][CH:15]=[CH:14][CH:13]=2)[C@H:5]1[C:6]([OH:8])=[O:7])=[O:28])([CH3:31])([CH3:32])[CH3:33]. The yield is 0.560. (4) The reactants are [C:1]([O:5][C:6]1[CH:7]=[C:8]([CH:12]=[CH:13][CH:14]=1)[C:9]([OH:11])=O)([CH3:4])([CH3:3])[CH3:2].F[P-](F)(F)(F)(F)F.N1(OC(N(C)C)=[N+](C)C)C2N=CC=CC=2N=N1.[NH2:39][C:40]1[CH:41]=[CH:42][C:43]([CH3:62])=[C:44]([CH:61]=1)[O:45][C:46]1[N:51]=[C:50]2[S:52][C:53]([NH:55][C:56]([CH:58]3[CH2:60][CH2:59]3)=[O:57])=[N:54][C:49]2=[CH:48][CH:47]=1. The catalyst is N1C=CC=CC=1. The product is [C:1]([O:5][C:6]1[CH:7]=[C:8]([CH:12]=[CH:13][CH:14]=1)[C:9]([NH:39][C:40]1[CH:41]=[CH:42][C:43]([CH3:62])=[C:44]([O:45][C:46]2[N:51]=[C:50]3[S:52][C:53]([NH:55][C:56]([CH:58]4[CH2:60][CH2:59]4)=[O:57])=[N:54][C:49]3=[CH:48][CH:47]=2)[CH:61]=1)=[O:11])([CH3:2])([CH3:3])[CH3:4]. The yield is 0.570.